Dataset: Full USPTO retrosynthesis dataset with 1.9M reactions from patents (1976-2016). Task: Predict the reactants needed to synthesize the given product. (1) The reactants are: [CH3:1][C:2]12[C:14]3[C:6](=[CH:7][C:8]([NH:15][C:16]([C:18]4[S:22][C:21]([C:23]([O:25]C)=[O:24])=[CH:20][CH:19]=4)=[O:17])=[CH:9][C:10]=3[CH2:11][CH2:12][CH2:13]1)[CH2:5][CH2:4][CH2:3]2.[OH-].[Na+].Cl. Given the product [CH3:1][C:2]12[C:14]3[C:6](=[CH:7][C:8]([NH:15][C:16]([C:18]4[S:22][C:21]([C:23]([OH:25])=[O:24])=[CH:20][CH:19]=4)=[O:17])=[CH:9][C:10]=3[CH2:11][CH2:12][CH2:13]1)[CH2:5][CH2:4][CH2:3]2, predict the reactants needed to synthesize it. (2) Given the product [CH2:1]([C:3]([C:13]1[C:21]2[C:16](=[C:17]([NH:22][S:26]([CH:23]([CH3:25])[CH3:24])(=[O:28])=[O:27])[CH:18]=[CH:19][CH:20]=2)[NH:15][CH:14]=1)([C:6]1[CH:7]=[CH:8][C:9]([F:12])=[CH:10][CH:11]=1)[CH2:4][CH3:5])[CH3:2], predict the reactants needed to synthesize it. The reactants are: [CH2:1]([C:3]([C:13]1[C:21]2[C:16](=[C:17]([NH2:22])[CH:18]=[CH:19][CH:20]=2)[NH:15][CH:14]=1)([C:6]1[CH:11]=[CH:10][C:9]([F:12])=[CH:8][CH:7]=1)[CH2:4][CH3:5])[CH3:2].[CH:23]([S:26](Cl)(=[O:28])=[O:27])([CH3:25])[CH3:24].N1C=CC=CC=1.C(=O)(O)[O-].[Na+]. (3) Given the product [Cl:7][C:8]1[N:13]=[C:12]2[N:14]([CH2:19][C:20]3[CH:25]=[CH:24][CH:23]=[C:22]([C:26]([F:27])([F:28])[F:29])[C:21]=3[CH3:30])[CH:15]=[N:16][C:11]2=[C:10]([Cl:17])[CH:9]=1, predict the reactants needed to synthesize it. The reactants are: C(=O)([O-])[O-].[K+].[K+].[Cl:7][C:8]1[N:13]=[C:12]2[N:14]=[CH:15][NH:16][C:11]2=[C:10]([Cl:17])[CH:9]=1.Br[CH2:19][C:20]1[CH:25]=[CH:24][CH:23]=[C:22]([C:26]([F:29])([F:28])[F:27])[C:21]=1[CH3:30]. (4) Given the product [Cl:1][C:2]1[CH:8]=[C:7]([O:9][C:10]2[S:14][N:13]=[C:12]([C:15]3([Cl:18])[CH2:16][CH2:17]3)[N:11]=2)[C:6]([CH3:19])=[CH:5][C:3]=1[N:4]=[CH:22][N:23]([CH2:25][CH3:26])[CH3:24], predict the reactants needed to synthesize it. The reactants are: [Cl:1][C:2]1[CH:8]=[C:7]([O:9][C:10]2[S:14][N:13]=[C:12]([C:15]3([Cl:18])[CH2:17][CH2:16]3)[N:11]=2)[C:6]([CH3:19])=[CH:5][C:3]=1[NH2:4].CO[CH:22](OC)[N:23]([CH2:25][CH3:26])[CH3:24]. (5) Given the product [CH3:1][C:2]1[NH:3][C:4]2[C:9]([C:10]=1[CH3:11])=[CH:8][C:7]([NH:12][C:13]1[C:22]3[C:17](=[CH:18][C:19]([O:25][CH2:27][CH2:28][C:29]4[CH:30]=[N:31][CH:32]=[CH:33][CH:34]=4)=[C:20]([O:23][CH3:24])[CH:21]=3)[N:16]=[CH:15][N:14]=1)=[CH:6][CH:5]=2, predict the reactants needed to synthesize it. The reactants are: [CH3:1][C:2]1[NH:3][C:4]2[C:9]([C:10]=1[CH3:11])=[CH:8][C:7]([NH:12][C:13]1[C:22]3[C:17](=[CH:18][C:19]([OH:25])=[C:20]([O:23][CH3:24])[CH:21]=3)[N:16]=[CH:15][N:14]=1)=[CH:6][CH:5]=2.O[CH2:27][CH2:28][C:29]1[CH:30]=[N:31][CH:32]=[CH:33][CH:34]=1. (6) Given the product [CH3:13][O:12][C:9]1[CH:10]=[C:11]2[C:6](=[CH:7][C:8]=1[O:14][CH3:15])[N:5]=[CH:4][C:3]([C:16]([NH2:18])=[O:17])=[C:2]2[NH:20][C:22]1[CH:4]=[CH:3][CH:2]=[CH:11][C:10]=1[CH2:9][CH2:8][CH3:7], predict the reactants needed to synthesize it. The reactants are: Cl[C:2]1[C:11]2[C:6](=[CH:7][C:8]([O:14][CH3:15])=[C:9]([O:12][CH3:13])[CH:10]=2)[N:5]=[CH:4][C:3]=1[C:16]([NH2:18])=[O:17].C[N:20]([CH:22]=O)C. (7) The reactants are: [Br:1][C:2]1[CH:10]=[CH:9][C:5]([C:6]([OH:8])=O)=[CH:4][C:3]=1[O:11][CH3:12].CN(C(ON1N=NC2C=CC=NC1=2)=[N+](C)C)C.F[P-](F)(F)(F)(F)F.C(N(CC)CC)C.[CH3:44][N:45]1[C:49]2[C:50]3[CH:51]=[CH:52][CH:53]=[CH:54][C:55]=3[O:56][C:57]3([CH2:62][CH2:61][NH:60][CH2:59][CH2:58]3)[C:48]=2[CH:47]=[N:46]1. Given the product [Br:1][C:2]1[CH:10]=[CH:9][C:5]([C:6]([N:60]2[CH2:61][CH2:62][C:57]3([C:48]4[CH:47]=[N:46][N:45]([CH3:44])[C:49]=4[C:50]4[CH:51]=[CH:52][CH:53]=[CH:54][C:55]=4[O:56]3)[CH2:58][CH2:59]2)=[O:8])=[CH:4][C:3]=1[O:11][CH3:12], predict the reactants needed to synthesize it. (8) The reactants are: C(OC([N:8]1[CH2:11][C:10]([C:13]2[CH:18]=[CH:17][C:16]([N:19]3[C:28](=[O:29])[CH2:27][C:26]4[C:21](=[CH:22][C:23]([O:32][CH:33]([CH3:35])[CH3:34])=[C:24]([O:30][CH3:31])[CH:25]=4)[C@@H:20]3[C:36]3[CH:41]=[CH:40][C:39]([Cl:42])=[CH:38][CH:37]=3)=[CH:15][CH:14]=2)([OH:12])[CH2:9]1)=O)(C)(C)C.C(O)(C(F)(F)F)=O. Given the product [Cl:42][C:39]1[CH:40]=[CH:41][C:36]([C@H:20]2[C:21]3[C:26](=[CH:25][C:24]([O:30][CH3:31])=[C:23]([O:32][CH:33]([CH3:34])[CH3:35])[CH:22]=3)[CH2:27][C:28](=[O:29])[N:19]2[C:16]2[CH:17]=[CH:18][C:13]([C:10]3([OH:12])[CH2:11][NH:8][CH2:9]3)=[CH:14][CH:15]=2)=[CH:37][CH:38]=1, predict the reactants needed to synthesize it.